This data is from Full USPTO retrosynthesis dataset with 1.9M reactions from patents (1976-2016). The task is: Predict the reactants needed to synthesize the given product. (1) Given the product [F:13][C:5]1[CH:4]=[CH:3][C:2]([C:18](=[O:23])[C:19]([F:22])([F:21])[F:20])=[CH:7][C:6]=1[CH:8]=[O:12], predict the reactants needed to synthesize it. The reactants are: Br[C:2]1[CH:3]=[CH:4][C:5]([F:13])=[C:6]([CH:8]2[O:12]CCO2)[CH:7]=1.[Mg].CON(C)[C:18](=[O:23])[C:19]([F:22])([F:21])[F:20].Cl. (2) The reactants are: C1(P(C2C=CC=CC=2)C2C=CC=CC=2)C=CC=CC=1.O1CCCC1.Br[C:26]1[N:34]2[C:29]([CH:30]=[N:31][C:32]([NH:35][C:36]3[CH:41]=[CH:40][C:39]([N:42]4[CH2:47][CH2:46][O:45][CH2:44][CH2:43]4)=[CH:38][CH:37]=3)=[N:33]2)=[CH:28][CH:27]=1.[OH:48][C:49]1[N:54]=[CH:53][C:52](B(O)O)=[CH:51][CH:50]=1.C(=O)([O-])[O-].[Na+].[Na+].O.C(O)C.[Cl-].[Na+]. Given the product [N:42]1([C:39]2[CH:40]=[CH:41][C:36]([NH:35][C:32]3[N:31]=[CH:30][C:29]4=[CH:28][CH:27]=[C:26]([C:52]5[CH:51]=[CH:50][C:49]([OH:48])=[N:54][CH:53]=5)[N:34]4[N:33]=3)=[CH:37][CH:38]=2)[CH2:47][CH2:46][O:45][CH2:44][CH2:43]1, predict the reactants needed to synthesize it. (3) Given the product [Cl:17][C:18]1[C:19]([O:16][C:5]2[CH:4]=[CH:3][C:2]([Cl:1])=[CH:7][C:6]=2[C:8]2[CH:13]=[CH:12][N:11]=[C:10]([C:14]#[N:15])[CH:9]=2)=[CH:20][C:21]([F:44])=[C:22]([S:24]([N:27]([CH2:33][C:34]2[CH:39]=[CH:38][C:37]([O:40][CH3:41])=[CH:36][C:35]=2[O:42][CH3:43])[C:28]2[S:32][N:31]=[CH:30][N:29]=2)(=[O:25])=[O:26])[CH:23]=1, predict the reactants needed to synthesize it. The reactants are: [Cl:1][C:2]1[CH:3]=[CH:4][C:5]([OH:16])=[C:6]([C:8]2[CH:13]=[CH:12][N:11]=[C:10]([C:14]#[N:15])[CH:9]=2)[CH:7]=1.[Cl:17][C:18]1[C:19](F)=[CH:20][C:21]([F:44])=[C:22]([S:24]([N:27]([CH2:33][C:34]2[CH:39]=[CH:38][C:37]([O:40][CH3:41])=[CH:36][C:35]=2[O:42][CH3:43])[C:28]2[S:32][N:31]=[CH:30][N:29]=2)(=[O:26])=[O:25])[CH:23]=1.[Cl-].[Na+]. (4) The reactants are: Cl.[NH4+].[Cl-].[F:4][C:5]1[C:10]([F:11])=[CH:9][C:8]([N+:12]([O-])=O)=[CH:7][C:6]=1[C@:15]12[CH2:23][O:22][C@H:21]([CH2:24][F:25])[C@H:20]1[CH2:19][S:18][C:17]([NH2:26])=[N:16]2.[OH-].[Na+]. Given the product [NH2:12][C:8]1[CH:9]=[C:10]([F:11])[C:5]([F:4])=[C:6]([C@:15]23[CH2:23][O:22][C@H:21]([CH2:24][F:25])[C@H:20]2[CH2:19][S:18][C:17]([NH2:26])=[N:16]3)[CH:7]=1, predict the reactants needed to synthesize it.